From a dataset of Aqueous solubility values for 9,982 compounds from the AqSolDB database. Regression/Classification. Given a drug SMILES string, predict its absorption, distribution, metabolism, or excretion properties. Task type varies by dataset: regression for continuous measurements (e.g., permeability, clearance, half-life) or binary classification for categorical outcomes (e.g., BBB penetration, CYP inhibition). For this dataset (solubility_aqsoldb), we predict Y. (1) The drug is C=CC(=O)OCC(CC)(COC(=O)C=C)COC(=O)C=C. The Y is -2.77 log mol/L. (2) The drug is NC(Cc1c[nH]c2ccccc12)C(=O)NCC(=O)O. The Y is -0.850 log mol/L.